This data is from Forward reaction prediction with 1.9M reactions from USPTO patents (1976-2016). The task is: Predict the product of the given reaction. (1) Given the reactants [NH2:1][C:2]1[S:3][CH:4]=[CH:5][C:6]=1[CH:7]=O.[C:9](#[N:13])[CH2:10][C:11]#[N:12], predict the reaction product. The product is: [NH2:13][C:9]1[N:1]=[C:2]2[S:3][CH:4]=[CH:5][C:6]2=[CH:7][C:10]=1[C:11]#[N:12]. (2) Given the reactants [S:1]1[C:5]([CH2:6][CH2:7][N:8]([CH3:10])[CH3:9])=[CH:4][C:3]2[CH:11]=[CH:12][CH:13]=[CH:14][C:2]1=2.[Br:15]Br, predict the reaction product. The product is: [Br:15][C:4]1[C:3]2[CH:11]=[CH:12][CH:13]=[CH:14][C:2]=2[S:1][C:5]=1[CH2:6][CH2:7][N:8]([CH3:10])[CH3:9]. (3) Given the reactants [CH3:1][CH:2]1[NH:7][CH:6]([CH3:8])[CH2:5][N:4]([CH2:9][C:10]2[CH:15]=[CH:14][C:13]([O:16][C:17]([F:20])([F:19])[F:18])=[CH:12][CH:11]=2)[CH2:3]1.[CH3:21][O:22][C:23](=[O:36])[CH2:24][C:25]1[CH:30]=[C:29]([S:31](Cl)(=[O:33])=[O:32])[CH:28]=[CH:27][C:26]=1[CH3:35].C([O-])([O-])=O.[K+].[K+], predict the reaction product. The product is: [CH3:21][O:22][C:23](=[O:36])[CH2:24][C:25]1[CH:30]=[C:29]([S:31]([N:7]2[CH:6]([CH3:8])[CH2:5][N:4]([CH2:9][C:10]3[CH:15]=[CH:14][C:13]([O:16][C:17]([F:19])([F:20])[F:18])=[CH:12][CH:11]=3)[CH2:3][CH:2]2[CH3:1])(=[O:32])=[O:33])[CH:28]=[CH:27][C:26]=1[CH3:35]. (4) Given the reactants [CH:1]([C:3]1[CH:12]=[CH:11][C:6]([C:7]([O:9][CH3:10])=[O:8])=[CH:5][CH:4]=1)=O.[NH2:13][C:14]1[S:15][C:16]([S:19]([C:22]2[CH:27]=[CH:26][C:25]([N+:28]([O-:30])=[O:29])=[CH:24][CH:23]=2)(=[O:21])=[O:20])=[CH:17][N:18]=1.C([O:33][C:34](=O)[C:35]([OH:46])=[CH:36][C:37](=[O:45])[C:38]1[CH:43]=[CH:42][C:41]([CH3:44])=[CH:40][CH:39]=1)C, predict the reaction product. The product is: [CH3:10][O:9][C:7](=[O:8])[C:6]1[CH:11]=[CH:12][C:3]([CH:1]2[C:36]([C:37](=[O:45])[C:38]3[CH:43]=[CH:42][C:41]([CH3:44])=[CH:40][CH:39]=3)=[C:35]([OH:46])[C:34](=[O:33])[N:13]2[C:14]2[S:15][C:16]([S:19]([C:22]3[CH:23]=[CH:24][C:25]([N+:28]([O-:30])=[O:29])=[CH:26][CH:27]=3)(=[O:20])=[O:21])=[CH:17][N:18]=2)=[CH:4][CH:5]=1.